Dataset: Catalyst prediction with 721,799 reactions and 888 catalyst types from USPTO. Task: Predict which catalyst facilitates the given reaction. (1) The catalyst class is: 9. Reactant: [NH2:1][C:2]([C:4]1[NH:8][C:7]([C:9]([OH:11])=O)=[C:6]([CH3:12])[C:5]=1[S:13]([C:16]1[CH:21]=[C:20]([CH3:22])[CH:19]=[C:18]([CH3:23])[CH:17]=1)(=[O:15])=[O:14])=[O:3].ON1C2C=CC=CC=2N=N1.Cl.CN(C)CCCN=C=NCC.[CH3:46][NH:47][CH2:48][C:49]1[CH:50]=[C:51]2[C:56](=[CH:57][CH:58]=1)[N:55]=[CH:54][CH:53]=[CH:52]2. Product: [CH3:22][C:20]1[CH:21]=[C:16]([S:13]([C:5]2[C:6]([CH3:12])=[C:7]([C:9]([N:47]([CH3:46])[CH2:48][C:49]3[CH:50]=[C:51]4[C:56](=[CH:57][CH:58]=3)[N:55]=[CH:54][CH:53]=[CH:52]4)=[O:11])[NH:8][C:4]=2[C:2]([NH2:1])=[O:3])(=[O:15])=[O:14])[CH:17]=[C:18]([CH3:23])[CH:19]=1. (2) Reactant: [CH2:1]([CH:4]1[C:9]([O:10][CH3:11])=[N:8][C@H:7]([CH:12]([CH3:14])[CH3:13])[C:6]([O:15][CH3:16])=[N:5]1)[CH:2]=[CH2:3].[Br:17][C:18]1[CH:23]=[CH:22][C:21]([CH2:24][CH2:25]I)=[C:20]([Cl:27])[CH:19]=1.O. Product: [CH2:1]([C@:4]1([CH2:25][CH2:24][C:21]2[CH:22]=[CH:23][C:18]([Br:17])=[CH:19][C:20]=2[Cl:27])[C:9]([O:10][CH3:11])=[N:8][C@H:7]([CH:12]([CH3:14])[CH3:13])[C:6]([O:15][CH3:16])=[N:5]1)[CH:2]=[CH2:3]. The catalyst class is: 7. (3) Reactant: [Br:1][C:2]1[C:13]([C:14]2[CH:19]=[CH:18][C:17]([F:20])=[C:16]([CH3:21])[CH:15]=2)=[N:12][C:5]2[O:6][CH2:7][C:8](=O)[N:9]([CH3:10])[C:4]=2[CH:3]=1.B.C1COCC1.Cl. Product: [Br:1][C:2]1[C:13]([C:14]2[CH:19]=[CH:18][C:17]([F:20])=[C:16]([CH3:21])[CH:15]=2)=[N:12][C:5]2[O:6][CH2:7][CH2:8][N:9]([CH3:10])[C:4]=2[CH:3]=1. The catalyst class is: 1. (4) Reactant: CS([Cl:5])(=O)=O.[CH3:6][S:7]([C:10]1[CH:11]=[C:12]([CH2:16]O)[CH:13]=[CH:14][CH:15]=1)(=[O:9])=[O:8].C(N(CC)CC)C.O. Product: [Cl:5][CH2:16][C:12]1[CH:13]=[CH:14][CH:15]=[C:10]([S:7]([CH3:6])(=[O:9])=[O:8])[CH:11]=1. The catalyst class is: 4. (5) Reactant: [C:1]1([C:7]2[C:8]([CH:27]=O)=[CH:9][N:10]([S:18]([C:21]3[CH:26]=[CH:25][CH:24]=[CH:23][CH:22]=3)(=[O:20])=[O:19])[C:11]=2[C:12]2[CH:17]=[CH:16][CH:15]=[CH:14][CH:13]=2)[CH:6]=[CH:5][CH:4]=[CH:3][CH:2]=1.CO.[CH3:31][NH2:32].[BH4-].[Na+]. Product: [C:1]1([C:7]2[C:8]([CH2:27][NH:32][CH3:31])=[CH:9][N:10]([S:18]([C:21]3[CH:26]=[CH:25][CH:24]=[CH:23][CH:22]=3)(=[O:20])=[O:19])[C:11]=2[C:12]2[CH:17]=[CH:16][CH:15]=[CH:14][CH:13]=2)[CH:6]=[CH:5][CH:4]=[CH:3][CH:2]=1. The catalyst class is: 111. (6) Reactant: [CH3:1][N:2]([C:17]1[CH:22]=[CH:21][C:20]([NH:23][C:24]([NH:26][C:27]2[CH:32]=[CH:31][CH:30]=[CH:29][CH:28]=2)=[O:25])=[CH:19][CH:18]=1)[S:3]([C:6]1[S:7][C:8]([CH:11]2[CH2:16][CH2:15][NH:14][CH2:13][CH2:12]2)=[CH:9][CH:10]=1)(=[O:5])=[O:4].C=O.[C:35](O)(=O)C.C(O[BH-](OC(=O)C)OC(=O)C)(=O)C.[Na+]. Product: [CH3:1][N:2]([C:17]1[CH:22]=[CH:21][C:20]([NH:23][C:24]([NH:26][C:27]2[CH:32]=[CH:31][CH:30]=[CH:29][CH:28]=2)=[O:25])=[CH:19][CH:18]=1)[S:3]([C:6]1[S:7][C:8]([CH:11]2[CH2:12][CH2:13][N:14]([CH3:35])[CH2:15][CH2:16]2)=[CH:9][CH:10]=1)(=[O:4])=[O:5]. The catalyst class is: 4. (7) Reactant: Cl.[OH:2][C:3]1[C:4]([CH3:13])=[N:5][CH:6]=[C:7]([CH2:11][OH:12])[C:8]=1[CH:9]=O.[F:14][C:15]1[CH:20]=[CH:19][C:18]([NH2:21])=[CH:17][C:16]=1[Cl:22]. Product: [Cl:22][C:16]1[CH:17]=[C:18](/[N:21]=[CH:9]/[C:8]2[C:7]([CH2:11][OH:12])=[CH:6][N:5]=[C:4]([CH3:13])[C:3]=2[OH:2])[CH:19]=[CH:20][C:15]=1[F:14]. The catalyst class is: 23. (8) Reactant: [N-:1]=[N+:2]=[N-:3].[Na+].[C@H:5]12[CH2:13][C@H:9]([O:10][C:11]1=[O:12])[CH:8]=[CH:7][CH2:6]2. Product: [N:1]([C@H:9]1[CH:8]=[CH:7][CH2:6][C@H:5]([C:11]([OH:12])=[O:10])[CH2:13]1)=[N+:2]=[N-:3]. The catalyst class is: 90.